Dataset: Forward reaction prediction with 1.9M reactions from USPTO patents (1976-2016). Task: Predict the product of the given reaction. Given the reactants C[O:2][C:3]1[C:8]([CH3:9])=[CH:7][C:6]([N:10]2[C:15](=[O:16])[N:14]([CH2:17][C:18]3[C:23]([F:24])=[CH:22][C:21]([F:25])=[CH:20][C:19]=3[F:26])[C:13]3[CH:27]=[CH:28][CH:29]=[CH:30][C:12]=3[S:11]2(=[O:32])=[O:31])=[CH:5][C:4]=1[CH3:33].B(Br)(Br)Br.CCCCCC.C([O-])(O)=O.[Na+], predict the reaction product. The product is: [OH:2][C:3]1[C:4]([CH3:33])=[CH:5][C:6]([N:10]2[C:15](=[O:16])[N:14]([CH2:17][C:18]3[C:19]([F:26])=[CH:20][C:21]([F:25])=[CH:22][C:23]=3[F:24])[C:13]3[CH:27]=[CH:28][CH:29]=[CH:30][C:12]=3[S:11]2(=[O:32])=[O:31])=[CH:7][C:8]=1[CH3:9].